Dataset: Catalyst prediction with 721,799 reactions and 888 catalyst types from USPTO. Task: Predict which catalyst facilitates the given reaction. (1) Reactant: [CH2:1]([O:3][C:4](=[O:19])[C:5]([C:17]#[N:18])=[CH:6][C:7]1[CH:12]=[CH:11][C:10]([O:13][CH3:14])=[CH:9][C:8]=1[O:15][CH3:16])[CH3:2].[C:20]1([Mg]Br)[C:29]2[C:24](=[CH:25][CH:26]=[CH:27][CH:28]=2)[CH:23]=[CH:22][CH:21]=1. Product: [C:17]([CH:5]([CH:6]([C:7]1[CH:12]=[CH:11][C:10]([O:13][CH3:14])=[CH:9][C:8]=1[O:15][CH3:16])[C:28]1[C:29]2[C:24](=[CH:23][CH:22]=[CH:21][CH:20]=2)[CH:25]=[CH:26][CH:27]=1)[C:4]([O:3][CH2:1][CH3:2])=[O:19])#[N:18]. The catalyst class is: 1. (2) Reactant: [CH3:1][O:2][C:3]1[CH:4]=[C:5]([NH2:10])[C:6]([NH2:9])=[CH:7][CH:8]=1.[CH3:11][C:12]([CH3:19])([CH3:18])[C:13](=O)[C:14](O)=[O:15]. Product: [C:12]([C:13]1[C:14](=[O:15])[NH:10][C:5]2[C:6]([N:9]=1)=[CH:7][CH:8]=[C:3]([O:2][CH3:1])[CH:4]=2)([CH3:19])([CH3:18])[CH3:11]. The catalyst class is: 52. (3) Reactant: [NH2:1][C:2]1[CH:3]=[C:4]([CH:31]=[CH:32][CH:33]=1)[O:5][C:6]1[N:11]2[N:12]=[CH:13][CH:14]=[C:10]2[N:9]=[C:8]([NH:15][C:16]2[CH:21]=[CH:20][C:19]([N:22]3[CH2:27][CH2:26][N:25]([CH3:28])[CH2:24][CH2:23]3)=[CH:18][C:17]=2[O:29][CH3:30])[N:7]=1.CCN(C(C)C)C(C)C.[C:43](Cl)(=[O:46])[CH:44]=[CH2:45].C([O-])(O)=O.[Na+]. Product: [CH3:30][O:29][C:17]1[CH:18]=[C:19]([N:22]2[CH2:23][CH2:24][N:25]([CH3:28])[CH2:26][CH2:27]2)[CH:20]=[CH:21][C:16]=1[NH:15][C:8]1[N:7]=[C:6]([O:5][C:4]2[CH:3]=[C:2]([NH:1][C:43](=[O:46])[CH:44]=[CH2:45])[CH:33]=[CH:32][CH:31]=2)[N:11]2[N:12]=[CH:13][CH:14]=[C:10]2[N:9]=1. The catalyst class is: 2. (4) Reactant: [O:1]=[C:2]([C:14]1[CH:19]=[CH:18][CH:17]=[CH:16][CH:15]=1)[CH2:3][C:4]1[CH:13]=[CH:12][C:7]([C:8]([O:10]C)=[O:9])=[CH:6][CH:5]=1.[CH3:20][O:21]C(OC)OC.[CH3:27]C1(C)C2(CS(O)(=O)=O)C(CC1CC2)=O.CCN(CC)CC. Product: [CH3:27][O:1][C:2]([O:21][CH3:20])([C:14]1[CH:19]=[CH:18][CH:17]=[CH:16][CH:15]=1)[CH2:3][C:4]1[CH:13]=[CH:12][C:7]([C:8]([OH:10])=[O:9])=[CH:6][CH:5]=1. The catalyst class is: 5. (5) Reactant: [CH2:1]([O:3][C:4]([C:6]1([NH:11][C:12]([CH:14]2[CH2:18][CH:17]([O:19][C:20]3[C:29]4[C:24](=[CH:25][C:26]([O:30][CH3:31])=[CH:27][CH:28]=4)[N:23]=[C:22]([C:32]4[CH:37]=[CH:36][CH:35]=[CH:34][CH:33]=4)[CH:21]=3)[CH2:16][NH:15]2)=[O:13])[CH2:8][CH:7]1[CH:9]=[CH2:10])=[O:5])[CH3:2].[C:38]([O-:41])(O)=O.[Na+].C(Cl)(Cl)=O.[NH2:47][CH:48]([C:62]([CH3:65])([CH3:64])[CH3:63])[C:49]([NH:51][CH:52]1[C:60]2[C:55](=[CH:56][CH:57]=[CH:58][CH:59]=2)[CH2:54][CH:53]1[OH:61])=[O:50]. Product: [CH2:1]([O:3][C:4]([C:6]1([NH:11][C:12]([CH:14]2[CH2:18][CH:17]([O:19][C:20]3[C:29]4[C:24](=[CH:25][C:26]([O:30][CH3:31])=[CH:27][CH:28]=4)[N:23]=[C:22]([C:32]4[CH:33]=[CH:34][CH:35]=[CH:36][CH:37]=4)[CH:21]=3)[CH2:16][N:15]2[C:38](=[O:41])[NH:47][CH:48]([C:49](=[O:50])[NH:51][CH:52]2[C:60]3[C:55](=[CH:56][CH:57]=[CH:58][CH:59]=3)[CH2:54][CH:53]2[OH:61])[C:62]([CH3:65])([CH3:63])[CH3:64])=[O:13])[CH2:8][CH:7]1[CH:9]=[CH2:10])=[O:5])[CH3:2]. The catalyst class is: 182. (6) Reactant: Cl[C:2]([O:4][C:5]1[CH:10]=[CH:9][CH:8]=[CH:7][CH:6]=1)=[O:3].[CH2:11]([O:13][C:14]1[C:19]([C:20]2([OH:33])[C:28]3[C:23](=[CH:24][C:25]([F:31])=[C:26]([C:29]#[N:30])[CH:27]=3)[NH:22][C:21]2=[O:32])=[CH:18][CH:17]=[CH:16][N:15]=1)[CH3:12]. Product: [C:29]([C:26]1[CH:27]=[C:28]2[C:23](=[CH:24][C:25]=1[F:31])[N:22]([C:2]([O:4][C:5]1[CH:10]=[CH:9][CH:8]=[CH:7][CH:6]=1)=[O:3])[C:21](=[O:32])[C:20]2([C:19]1[C:14]([O:13][CH2:11][CH3:12])=[N:15][CH:16]=[CH:17][CH:18]=1)[O:33][C:2]([O:4][C:5]1[CH:10]=[CH:9][CH:8]=[CH:7][CH:6]=1)=[O:3])#[N:30]. The catalyst class is: 529.